This data is from Catalyst prediction with 721,799 reactions and 888 catalyst types from USPTO. The task is: Predict which catalyst facilitates the given reaction. (1) The catalyst class is: 21. Product: [OH:20]/[N:19]=[C:16]1\[CH2:17][CH2:18][C@@:2]2([CH3:1])[C:14](=[CH:15]\1)[CH2:13][CH2:12][C@@H:11]1[C@@H:3]2[CH2:4][CH2:5][C@@:6]2([CH3:27])[C@H:10]1[CH2:9][CH2:8][C@@H:7]2[C:21](=[O:22])[CH3:26]. Reactant: [CH3:1][C@:2]12[CH2:18][CH2:17]/[C:16](=[N:19]\[OH:20])/[CH:15]=[C:14]1[CH2:13][CH2:12][C@@H:11]1[C@@H:3]2[CH2:4][CH2:5][C@@:6]2([CH3:27])[C@H:10]1[CH2:9][CH2:8][C@@H:7]2[C:21]1([CH3:26])OCC[O:22]1.O.C1(C)C=CC(S(O)(=O)=O)=CC=1. (2) Reactant: [C:1]([O:5][C:6](=[O:14])[NH:7][C:8]1[S:9][C:10]([Br:13])=[CH:11][N:12]=1)([CH3:4])([CH3:3])[CH3:2].Cl[CH2:16][C:17]1[CH:22]=[CH:21][C:20]([O:23][CH3:24])=[CH:19][CH:18]=1. Product: [C:1]([O:5][C:6](=[O:14])[N:7]([C:8]1[S:9][C:10]([Br:13])=[CH:11][N:12]=1)[CH2:16][C:17]1[CH:22]=[CH:21][C:20]([O:23][CH3:24])=[CH:19][CH:18]=1)([CH3:4])([CH3:2])[CH3:3]. The catalyst class is: 2. (3) Reactant: CCCC[N+](CCCC)(CCCC)CCCC.[F-].[C:19]([O:22][CH2:23][C@H:24]1[CH2:29][C@@H:28]([O:30][Si](C(C)(C)C)(C2C=CC=CC=2)C2C=CC=CC=2)[CH2:27][CH2:26][C@@:25]1([C@H:49]1[CH2:57][CH2:56][C@@:55]2([CH3:58])[C@@H:51]([CH2:52][CH2:53][C@@:54]2([OH:60])[CH3:59])[C@@H:50]1[CH2:61][N:62]=[N+:63]=[N-:64])[CH3:48])(=[O:21])[CH3:20]. Product: [C:19]([O:22][CH2:23][C@H:24]1[CH2:29][C@@H:28]([OH:30])[CH2:27][CH2:26][C@@:25]1([C@H:49]1[CH2:57][CH2:56][C@@:55]2([CH3:58])[C@@H:51]([CH2:52][CH2:53][C@@:54]2([OH:60])[CH3:59])[C@@H:50]1[CH2:61][N:62]=[N+:63]=[N-:64])[CH3:48])(=[O:21])[CH3:20]. The catalyst class is: 1. (4) Reactant: [H-].[Na+].[NH:3]1[C:11]2[C:6](=[CH:7][CH:8]=[CH:9][CH:10]=2)[C:5]([C:12]([O:14][CH3:15])=[O:13])=[N:4]1.[CH2:16](Br)[C:17]1[CH:22]=[CH:21][CH:20]=[CH:19][CH:18]=1.O. Product: [CH2:16]([N:3]1[C:11]2[C:6](=[CH:7][CH:8]=[CH:9][CH:10]=2)[C:5]([C:12]([O:14][CH3:15])=[O:13])=[N:4]1)[C:17]1[CH:22]=[CH:21][CH:20]=[CH:19][CH:18]=1. The catalyst class is: 1. (5) Reactant: [CH2:1]([CH:8]1[C:13](=[O:14])[NH:12][C:11]2[CH:15]=[C:16]([CH3:20])[CH:17]=[C:18]([CH3:19])[C:10]=2[O:9]1)[C:2]1[CH:7]=[CH:6][CH:5]=[CH:4][CH:3]=1.C(=O)([O-])[O-].[K+].[K+].[C:27]([O:31][CH3:32])(=[O:30])[CH:28]=[CH2:29].C(O)(=O)CC(CC(O)=O)(C(O)=O)O. Product: [CH3:32][O:31][C:27](=[O:30])[CH2:28][CH2:29][N:12]1[C:11]2[CH:15]=[C:16]([CH3:20])[CH:17]=[C:18]([CH3:19])[C:10]=2[O:9][CH:8]([CH2:1][C:2]2[CH:7]=[CH:6][CH:5]=[CH:4][CH:3]=2)[C:13]1=[O:14]. The catalyst class is: 9. (6) Reactant: [CH3:1][N:2]1[CH:6]=[N:5][C:4]([C:7]2[CH:12]=[CH:11][CH:10]=[CH:9][CH:8]=2)=[N:3]1.[Li]CCCC.[CH2:18]([C:20]1[CH:21]=[C:22]([CH:25]=[CH:26][CH:27]=1)[CH:23]=[O:24])[CH3:19].[Cl-].[NH4+]. Product: [CH2:18]([C:20]1[CH:21]=[C:22]([CH:23]([C:6]2[N:2]([CH3:1])[N:3]=[C:4]([C:7]3[CH:8]=[CH:9][CH:10]=[CH:11][CH:12]=3)[N:5]=2)[OH:24])[CH:25]=[CH:26][CH:27]=1)[CH3:19]. The catalyst class is: 1. (7) Reactant: C([O:3][C:4](=[O:31])[CH2:5][CH:6]1[O:10][B:9]([OH:11])[C:8]2[CH:12]=[C:13]([O:17][C:18]3[S:19][C:20]([NH:23][C:24]([O:26][C:27]([CH3:30])([CH3:29])[CH3:28])=[O:25])=[CH:21][N:22]=3)[CH:14]=[C:15]([CH3:16])[C:7]1=2)C.[Li+].[OH-].Cl. Product: [C:27]([O:26][C:24]([NH:23][C:20]1[S:19][C:18]([O:17][C:13]2[CH:14]=[C:15]([CH3:16])[C:7]3[CH:6]([CH2:5][C:4]([OH:31])=[O:3])[O:10][B:9]([OH:11])[C:8]=3[CH:12]=2)=[N:22][CH:21]=1)=[O:25])([CH3:30])([CH3:29])[CH3:28]. The catalyst class is: 20. (8) Reactant: [F:1][C:2]1[CH:29]=[CH:28][CH:27]=[C:26]([F:30])[C:3]=1[C:4]([NH:6][C:7]([N:9]([C:11]1[CH:16]=[CH:15][C:14]([S:17][C:18]([F:23])([F:22])[CH:19]([F:21])[F:20])=[C:13]([CH3:24])[C:12]=1[CH3:25])[CH3:10])=[O:8])=[O:5].[H-].[Na+].[CH3:33]I.[Cl-].[NH4+]. Product: [F:1][C:2]1[CH:29]=[CH:28][CH:27]=[C:26]([F:30])[C:3]=1[C:4]([N:6]([CH3:33])[C:7]([N:9]([C:11]1[CH:16]=[CH:15][C:14]([S:17][C:18]([F:23])([F:22])[CH:19]([F:21])[F:20])=[C:13]([CH3:24])[C:12]=1[CH3:25])[CH3:10])=[O:8])=[O:5]. The catalyst class is: 264.